Dataset: Full USPTO retrosynthesis dataset with 1.9M reactions from patents (1976-2016). Task: Predict the reactants needed to synthesize the given product. (1) The reactants are: [N+:1]([O-:4])(O)=[O:2].[O:5]1[C:13]2[C:8](=[N:9][CH:10]=[CH:11][CH:12]=2)[NH:7][C:6]1=[O:14]. Given the product [N+:1]([C:11]1[CH:12]=[C:13]2[O:5][C:6](=[O:14])[NH:7][C:8]2=[N:9][CH:10]=1)([O-:4])=[O:2], predict the reactants needed to synthesize it. (2) Given the product [Br:14][C:15]1[C:16]([CH:17]=[O:18])=[C:19]([N:1]2[CH:5]=[CH:4][C:3]([C:6]#[N:7])=[N:2]2)[CH:20]=[CH:21][CH:22]=1, predict the reactants needed to synthesize it. The reactants are: [NH:1]1[CH:5]=[CH:4][C:3]([C:6]#[N:7])=[N:2]1.CC(C)([O-])C.[K+].[Br:14][C:15]1[CH:22]=[CH:21][CH:20]=[C:19](F)[C:16]=1[CH:17]=[O:18]. (3) Given the product [NH2:1][C:4]1[CH:5]=[C:6]([CH2:10][C:11]#[N:12])[CH:7]=[CH:8][CH:9]=1, predict the reactants needed to synthesize it. The reactants are: [N+:1]([C:4]1[CH:5]=[C:6]([CH2:10][C:11]#[N:12])[CH:7]=[CH:8][CH:9]=1)([O-])=O.[Cl-].N. (4) Given the product [CH3:1][O:2][C:3]([C:5]1[C:13]2[C:8](=[CH:9][CH:10]=[CH:11][CH:12]=2)[N:7]([C:15]2[C:24]3[C:19](=[CH:20][CH:21]=[CH:22][CH:23]=3)[N:18]=[C:17]([CH3:25])[CH:16]=2)[CH:6]=1)=[O:4], predict the reactants needed to synthesize it. The reactants are: [CH3:1][O:2][C:3]([C:5]1[C:13]2[C:8](=[CH:9][CH:10]=[CH:11][CH:12]=2)[NH:7][CH:6]=1)=[O:4].Cl[C:15]1[C:24]2[C:19](=[CH:20][CH:21]=[CH:22][CH:23]=2)[N:18]=[C:17]([CH3:25])[CH:16]=1.C([O-])([O-])=O.[Cs+].[Cs+]. (5) The reactants are: Cl[C:2]1[C:7]([NH:8][C:9](=[O:19])[CH:10]([OH:18])[C:11]2[CH:16]=[CH:15][C:14]([CH3:17])=[CH:13][CH:12]=2)=[CH:6][CH:5]=[CH:4][N:3]=1.[CH3:20][O:21][C:22]1[CH:23]=[C:24](B(O)O)[CH:25]=[CH:26][C:27]=1[O:28][CH3:29].O.P([O-])([O-])([O-])=O.[K+].[K+].[K+]. Given the product [CH3:20][O:21][C:22]1[CH:23]=[C:24]([C:2]2[C:7]([NH:8][C:9](=[O:19])[CH:10]([OH:18])[C:11]3[CH:16]=[CH:15][C:14]([CH3:17])=[CH:13][CH:12]=3)=[CH:6][CH:5]=[CH:4][N:3]=2)[CH:25]=[CH:26][C:27]=1[O:28][CH3:29], predict the reactants needed to synthesize it.